Binary Classification. Given a drug SMILES string, predict its activity (active/inactive) in a high-throughput screening assay against a specified biological target. From a dataset of HIV replication inhibition screening data with 41,000+ compounds from the AIDS Antiviral Screen. (1) The compound is CCOP(=O)(OCC)C(C#N)=Cc1cccn1C. The result is 1 (active). (2) The compound is CCOC(=S)SCC(=NOC(C)(C)OC)c1ccccc1. The result is 0 (inactive). (3) The compound is O=C(Nc1ccc(Cl)c(Cl)c1)OCC#CCOC(=O)Nc1ccc(Cl)c(Cl)c1. The result is 0 (inactive). (4) The drug is CN(C(=O)C12C3C4C5C3C1(C(=O)C13C6C7C8C6C1C8C73)C5C42)C(C)(C)C. The result is 0 (inactive). (5) The molecule is C=CCn1c(-c2ccc([N+](=O)[O-])cc2)csc1=N. The result is 0 (inactive). (6) The compound is CC1CCC2(OC1)OC1CC3C4CCC5CC(OC6OC(CO)C(OC7OC(CO)C(O)C(OC8OCC(O)C(O)C8O)C7OC7OC(CO)C(O)C(O)C7O)C(O)C6O)C(O)CC5(C)C4CCC3(C)C1C2C. The result is 0 (inactive).